Dataset: Forward reaction prediction with 1.9M reactions from USPTO patents (1976-2016). Task: Predict the product of the given reaction. (1) Given the reactants Cl[C:2]1[N:7]=[C:6]([C:8]2[C:16]3[C:11](=[CH:12][CH:13]=[CH:14][CH:15]=3)[NH:10][CH:9]=2)[C:5]([Cl:17])=[CH:4][N:3]=1.[CH3:18][O:19][C:20]1[CH:26]=[C:25]([N:27]2[CH2:32][CH2:31][CH:30]([N:33]3[CH2:38][CH2:37][N:36]([CH3:39])[CH2:35][CH2:34]3)[CH2:29][CH2:28]2)[C:24]([CH3:40])=[CH:23][C:21]=1[NH2:22], predict the reaction product. The product is: [Cl:17][C:5]1[C:6]([C:8]2[C:16]3[C:11](=[CH:12][CH:13]=[CH:14][CH:15]=3)[NH:10][CH:9]=2)=[N:7][C:2]([NH:22][C:21]2[CH:23]=[C:24]([CH3:40])[C:25]([N:27]3[CH2:32][CH2:31][CH:30]([N:33]4[CH2:38][CH2:37][N:36]([CH3:39])[CH2:35][CH2:34]4)[CH2:29][CH2:28]3)=[CH:26][C:20]=2[O:19][CH3:18])=[N:3][CH:4]=1. (2) Given the reactants [Br:1][C:2]1[CH:3]=[C:4]([CH2:10][NH2:11])[CH:5]=[C:6]([O:8][CH3:9])[CH:7]=1.[Cl:12][C:13]1[N:18]=[C:17](Cl)[C:16]([Cl:20])=[CH:15][N:14]=1.C(=O)([O-])[O-].[K+].[K+], predict the reaction product. The product is: [Br:1][C:2]1[CH:3]=[C:4]([CH:5]=[C:6]([O:8][CH3:9])[CH:7]=1)[CH2:10][NH:11][C:15]1[C:16]([Cl:20])=[CH:17][N:18]=[C:13]([Cl:12])[N:14]=1. (3) Given the reactants [Cl:1][C:2]1[N:3]=[C:4](Cl)[C:5]2[CH:10]=[CH:9][N:8]([C:11]([O:13][C:14]([CH3:17])([CH3:16])[CH3:15])=[O:12])[C:6]=2[N:7]=1.[CH2:19]([Zn]CC)[CH3:20].CCCCCC, predict the reaction product. The product is: [C:14]([O:13][C:11]([N:8]1[C:6]2[N:7]=[C:2]([Cl:1])[N:3]=[C:4]([CH2:19][CH3:20])[C:5]=2[CH:10]=[CH:9]1)=[O:12])([CH3:17])([CH3:16])[CH3:15]. (4) Given the reactants [NH2:1][C:2]1[CH:3]=[N:4][C:5](Br)=[CH:6][CH:7]=1.[OH:9][C:10]1[CH:15]=[CH:14][CH:13]=[CH:12][N:11]=1.CNCCNC.C([O-])([O-])=O.[K+].[K+], predict the reaction product. The product is: [NH2:1][C:2]1[CH:7]=[CH:6][C:5]([N:11]2[CH:12]=[CH:13][CH:14]=[CH:15][C:10]2=[O:9])=[N:4][CH:3]=1. (5) Given the reactants C([O:4][CH:5]1[CH2:11][CH:10]2[N:12]([CH2:13][C:14]3[CH:19]=[CH:18][CH:17]=[CH:16][CH:15]=3)[CH:7]([CH2:8][C:9]2([F:21])[F:20])[CH2:6]1)(=O)C.C([O-])([O-])=O.[K+].[K+], predict the reaction product. The product is: [CH2:13]([N:12]1[CH:10]2[C:9]([F:21])([F:20])[CH2:8][CH:7]1[CH2:6][CH:5]([OH:4])[CH2:11]2)[C:14]1[CH:15]=[CH:16][CH:17]=[CH:18][CH:19]=1. (6) Given the reactants [Cl:1][CH2:2][CH2:3][CH2:4][N:5]1[CH2:10][C:9]2[CH:11]=[CH:12][CH:13]=[CH:14][C:8]=2[NH:7][S:6]1(=[O:16])=[O:15].[CH3:17][O:18][C:19]1[CH:24]=[CH:23][C:22](B(O)O)=[CH:21][CH:20]=1, predict the reaction product. The product is: [Cl:1][CH2:2][CH2:3][CH2:4][N:5]1[CH2:10][C:9]2[CH:11]=[CH:12][CH:13]=[CH:14][C:8]=2[N:7]([C:22]2[CH:23]=[CH:24][C:19]([O:18][CH3:17])=[CH:20][CH:21]=2)[S:6]1(=[O:16])=[O:15]. (7) Given the reactants [Br:1][C:2]1[CH:15]=[C:14]2[C:5]([O:6][C:7]3[C:8]([F:25])=[CH:9][C:10]([O:23]C)=[CH:11][C:12]=3[C:13]32[CH2:16][O:17][CH2:18][CH2:19][C:20]([NH2:22])=[N:21]3)=[CH:4][CH:3]=1.B(Br)(Br)Br.C(=O)(O)[O-].[Na+], predict the reaction product. The product is: [NH2:22][C:20]1=[N:21][C:13]2([CH2:16][O:17][CH2:18][CH2:19]1)[C:12]1[CH:11]=[C:10]([OH:23])[CH:9]=[C:8]([F:25])[C:7]=1[O:6][C:5]1[C:14]2=[CH:15][C:2]([Br:1])=[CH:3][CH:4]=1. (8) Given the reactants Cl[C:2]1[C:11]([CH2:12][C:13]2[CH:18]=[CH:17][C:16]([N:19]3[CH:23]=[CH:22][CH:21]=[N:20]3)=[CH:15][CH:14]=2)=[C:10](Cl)[C:9]2[C:4](=[CH:5][CH:6]=[C:7]([C:25]([C:37]3[N:41]([CH3:42])[CH:40]=[N:39][CH:38]=3)([C:27]3[CH:28]=[N:29][C:30]([C:33]([F:36])([F:35])[F:34])=[CH:31][CH:32]=3)[OH:26])[CH:8]=2)[N:3]=1.Cl.[CH3:44][NH:45][O:46][CH3:47].C[N:49]([CH3:52])C=O.C[CH2:54][O:55]C(C)=O, predict the reaction product. The product is: [CH3:47][O:46][N:45]([CH3:44])[C:2]1[C:11]([CH2:12][C:13]2[CH:18]=[CH:17][C:16]([N:19]3[CH:23]=[CH:22][CH:21]=[N:20]3)=[CH:15][CH:14]=2)=[C:10]([N:49]([O:55][CH3:54])[CH3:52])[C:9]2[C:4](=[CH:5][CH:6]=[C:7]([C:25]([C:37]3[N:41]([CH3:42])[CH:40]=[N:39][CH:38]=3)([C:27]3[CH:28]=[N:29][C:30]([C:33]([F:35])([F:36])[F:34])=[CH:31][CH:32]=3)[OH:26])[CH:8]=2)[N:3]=1.